The task is: Regression. Given two drug SMILES strings and cell line genomic features, predict the synergy score measuring deviation from expected non-interaction effect.. This data is from Merck oncology drug combination screen with 23,052 pairs across 39 cell lines. (1) Drug 1: C#Cc1cccc(Nc2ncnc3cc(OCCOC)c(OCCOC)cc23)c1. Drug 2: CCc1cnn2c(NCc3ccc[n+]([O-])c3)cc(N3CCCCC3CCO)nc12. Cell line: MSTO. Synergy scores: synergy=-45.4. (2) Drug 1: COC12C(COC(N)=O)C3=C(C(=O)C(C)=C(N)C3=O)N1CC1NC12. Drug 2: NC1(c2ccc(-c3nc4ccn5c(=O)[nH]nc5c4cc3-c3ccccc3)cc2)CCC1. Cell line: COLO320DM. Synergy scores: synergy=14.1. (3) Drug 1: CS(=O)(=O)CCNCc1ccc(-c2ccc3ncnc(Nc4ccc(OCc5cccc(F)c5)c(Cl)c4)c3c2)o1. Drug 2: Cc1nc(Nc2ncc(C(=O)Nc3c(C)cccc3Cl)s2)cc(N2CCN(CCO)CC2)n1. Cell line: UWB1289. Synergy scores: synergy=23.1. (4) Drug 1: COC12C(COC(N)=O)C3=C(C(=O)C(C)=C(N)C3=O)N1CC1NC12. Drug 2: Cn1nnc2c(C(N)=O)ncn2c1=O. Cell line: LNCAP. Synergy scores: synergy=11.7.